This data is from Catalyst prediction with 721,799 reactions and 888 catalyst types from USPTO. The task is: Predict which catalyst facilitates the given reaction. (1) Reactant: Br[C:2]1[CH:7]=[CH:6][C:5]([N:8]2[CH2:13][CH2:12][N:11]([C:14]([O:16][C:17]([CH3:20])([CH3:19])[CH3:18])=[O:15])[CH2:10][CH2:9]2)=[CH:4][CH:3]=1.[B:21]1([B:21]2[O:25][C:24]([CH3:27])([CH3:26])[C:23]([CH3:29])([CH3:28])[O:22]2)[O:25][C:24]([CH3:27])([CH3:26])[C:23]([CH3:29])([CH3:28])[O:22]1.C([O-])(=O)C.[K+].C(=O)([O-])O.[Na+]. Product: [CH3:28][C:23]1([CH3:29])[C:24]([CH3:27])([CH3:26])[O:25][B:21]([C:2]2[CH:7]=[CH:6][C:5]([N:8]3[CH2:13][CH2:12][N:11]([C:14]([O:16][C:17]([CH3:20])([CH3:19])[CH3:18])=[O:15])[CH2:10][CH2:9]3)=[CH:4][CH:3]=2)[O:22]1. The catalyst class is: 184. (2) Reactant: [C:1]([C:5]1[CH:19]=[CH:18][C:8]([O:9][CH2:10][C:11]([O:13][C:14]([CH3:17])([CH3:16])[CH3:15])=[O:12])=[C:7]([CH2:20]N2CCCCC2)[CH:6]=1)([CH3:4])([CH3:3])[CH3:2].FC(F)(F)C(O)=[O:30]. Product: [C:1]([C:5]1[CH:19]=[CH:18][C:8]([O:9][CH2:10][C:11]([O:13][C:14]([CH3:15])([CH3:16])[CH3:17])=[O:12])=[C:7]([CH:20]=[O:30])[CH:6]=1)([CH3:4])([CH3:2])[CH3:3]. The catalyst class is: 2. (3) Reactant: Br[C:2]1[C:6]([CH3:7])=[CH:5][S:4][CH:3]=1.[Li]CCCC.[O:13]=[C:14]1[N:19]([C:20]([O:22][C:23]([CH3:26])([CH3:25])[CH3:24])=[O:21])[CH2:18][CH2:17][N:16]2[C:27](=[O:30])[CH2:28][CH2:29][C@@H:15]12. Product: [CH3:7][C:6]1[C:2]([C:14]([C@@H:15]2[CH2:29][CH2:28][C:27](=[O:30])[N:16]2[CH2:17][CH2:18][NH:19][C:20](=[O:21])[O:22][C:23]([CH3:26])([CH3:25])[CH3:24])=[O:13])=[CH:3][S:4][CH:5]=1. The catalyst class is: 1. (4) Reactant: [CH:1]([C:4]1[N:8]=[C:7]([N:9]2[CH2:14][CH2:13][CH:12]([C@H:15]([CH3:19])[CH2:16][CH2:17][OH:18])[CH2:11][CH2:10]2)[O:6][N:5]=1)([CH3:3])[CH3:2].[Br:20][C:21]1[CH:26]=[CH:25][C:24](O)=[CH:23][N:22]=1.C(P(CCCC)CCCC)CCC.C1CCN(C(N=NC(N2CCCCC2)=O)=O)CC1.CCCC(C)C. Product: [Br:20][C:21]1[CH:26]=[CH:25][C:24]([O:18][CH2:17][CH2:16][C@H:15]([CH:12]2[CH2:13][CH2:14][N:9]([C:7]3[O:6][N:5]=[C:4]([CH:1]([CH3:3])[CH3:2])[N:8]=3)[CH2:10][CH2:11]2)[CH3:19])=[CH:23][N:22]=1. The catalyst class is: 11. (5) Reactant: [F:1][C:2]([F:23])([F:22])[C:3]1[CH:17]=[C:16]([C:18]([F:21])([F:20])[F:19])[CH:15]=[CH:14][C:4]=1[CH2:5][N:6]1[CH2:11][CH2:10][CH:9]([CH:12]=O)[CH2:8][CH2:7]1.[CH2:24]([NH:27][C:28]1[CH2:32][O:31][C:30](=[O:33])[N:29]=1)[C:25]#[CH:26].C([O-])(=O)C.[NH2+]1CCCCC1. Product: [F:23][C:2]([F:1])([F:22])[C:3]1[CH:17]=[C:16]([C:18]([F:21])([F:20])[F:19])[CH:15]=[CH:14][C:4]=1[CH2:5][N:6]1[CH2:11][CH2:10][CH:9](/[CH:12]=[C:32]2/[C:28]([NH:27][CH2:24][C:25]#[CH:26])=[N:29][C:30](=[O:33])[O:31]/2)[CH2:8][CH2:7]1. The catalyst class is: 41. (6) Reactant: [CH2:1]([N:8]([CH2:21][C:22]1[CH:27]=[CH:26][CH:25]=[CH:24][CH:23]=1)[CH:9]([CH3:20])[CH:10]([C:12]1([C:15]([O:17][CH2:18][CH3:19])=[O:16])[CH2:14][CH2:13]1)[OH:11])[C:2]1[CH:7]=[CH:6][CH:5]=[CH:4][CH:3]=1.FC(F)(F)S(O[Si:34]([C:37]([CH3:40])([CH3:39])[CH3:38])([CH3:36])[CH3:35])(=O)=O.CC1C=CC=C(C)N=1.O. Product: [Si:34]([O:11][CH:10]([C:12]1([C:15]([O:17][CH2:18][CH3:19])=[O:16])[CH2:13][CH2:14]1)[CH:9]([N:8]([CH2:1][C:2]1[CH:3]=[CH:4][CH:5]=[CH:6][CH:7]=1)[CH2:21][C:22]1[CH:23]=[CH:24][CH:25]=[CH:26][CH:27]=1)[CH3:20])([C:37]([CH3:40])([CH3:39])[CH3:38])([CH3:36])[CH3:35]. The catalyst class is: 1. (7) Reactant: [CH3:1][C:2]([C:9]1[CH:22]=[CH:21][C:12]([O:13][CH2:14][C@@H:15]2[O:19][C:18]([NH2:20])=[N:17][CH2:16]2)=[CH:11][CH:10]=1)([CH3:8])[CH2:3][C:4]([CH3:7])([CH3:6])[CH3:5]. Product: [CH3:8][C:2]([C:9]1[CH:22]=[CH:21][C:12]([O:13][CH2:14][C@@H:15]2[O:19][C:18]3=[N:20][C:12](=[O:13])[CH:11]=[CH:10][N:17]3[CH2:16]2)=[CH:11][CH:10]=1)([CH3:1])[CH2:3][C:4]([CH3:5])([CH3:6])[CH3:7]. The catalyst class is: 22.